From a dataset of Reaction yield outcomes from USPTO patents with 853,638 reactions. Predict the reaction yield, written as a fraction of the theoretical maximum amount of product (1.0 means a 100% yield; for example, 0.34 means a 34% yield). (1) The reactants are [C:1]([CH:3]1[CH2:8][CH2:7][N:6]([C:9](=[O:40])[C@H:10]([NH:14][C:15]([C:17]2[C:25]3[C:20](=[N:21][CH:22]=[C:23]([C:26]#[C:27][Si](C)(C)C)[N:24]=3)[N:19]([CH2:32][O:33][CH2:34][CH2:35][Si:36]([CH3:39])([CH3:38])[CH3:37])[CH:18]=2)=[O:16])[CH:11]2[CH2:13][CH2:12]2)[CH2:5][CH2:4]1)#[N:2].C([O-])([O-])=O.[K+].[K+]. The catalyst is CO. The product is [C:1]([CH:3]1[CH2:8][CH2:7][N:6]([C:9](=[O:40])[C@H:10]([NH:14][C:15]([C:17]2[C:25]3[C:20](=[N:21][CH:22]=[C:23]([C:26]#[CH:27])[N:24]=3)[N:19]([CH2:32][O:33][CH2:34][CH2:35][Si:36]([CH3:37])([CH3:39])[CH3:38])[CH:18]=2)=[O:16])[CH:11]2[CH2:12][CH2:13]2)[CH2:5][CH2:4]1)#[N:2]. The yield is 0.890. (2) The reactants are [C:1](Cl)(=[O:4])[CH:2]=[CH2:3].[CH3:6][N:7]([CH3:37])[CH:8]1[CH2:11][N:10]([C:12]2[CH:17]=[C:16]([O:18][CH3:19])[C:15]([NH:20][C:21]3[N:26]=[C:25]([C:27]4[CH:28]=[N:29][N:30]5[CH:35]=[CH:34][CH:33]=[CH:32][C:31]=45)[CH:24]=[CH:23][N:22]=3)=[CH:14][C:13]=2[NH2:36])[CH2:9]1. The catalyst is C(Cl)Cl.CO.C(Cl)Cl. The product is [CH3:37][N:7]([CH3:6])[CH:8]1[CH2:9][N:10]([C:12]2[CH:17]=[C:16]([O:18][CH3:19])[C:15]([NH:20][C:21]3[N:26]=[C:25]([C:27]4[CH:28]=[N:29][N:30]5[CH:35]=[CH:34][CH:33]=[CH:32][C:31]=45)[CH:24]=[CH:23][N:22]=3)=[CH:14][C:13]=2[NH:36][C:1](=[O:4])[CH:2]=[CH2:3])[CH2:11]1. The yield is 0.660. (3) The reactants are [NH2:1][C:2]1[CH:7]=[CH:6][N:5]=[C:4]([C:8]([F:11])([F:10])[F:9])[CH:3]=1.N1C=CC=CC=1.Cl[C:19]([O:21][C:22]1[CH:27]=[CH:26][CH:25]=[CH:24][CH:23]=1)=[O:20]. The catalyst is O1CCCC1. The product is [C:22]1([O:21][C:19](=[O:20])[NH:1][C:2]2[CH:7]=[CH:6][N:5]=[C:4]([C:8]([F:11])([F:9])[F:10])[CH:3]=2)[CH:27]=[CH:26][CH:25]=[CH:24][CH:23]=1. The yield is 0.460. (4) The reactants are [C:1]([O:5][C:6]([N:8]1[CH2:13][CH2:12][NH:11][CH2:10][CH2:9]1)=[O:7])([CH3:4])([CH3:3])[CH3:2].Br[C:15]1[CH:20]=[CH:19][C:18]([C:21]([F:24])([F:23])[F:22])=[C:17]([F:25])[CH:16]=1.[Cl-].C(C1C=CC=C(CCC)C=1[N+]1C=CN(C2C(CCC)=CC=CC=2CCC)C=1)CC.CCCC[O-].[Na+]. The catalyst is C1(C)C=CC=CC=1. The product is [C:1]([O:5][C:6]([N:8]1[CH2:13][CH2:12][N:11]([C:15]2[CH:20]=[CH:19][C:18]([C:21]([F:23])([F:24])[F:22])=[C:17]([F:25])[CH:16]=2)[CH2:10][CH2:9]1)=[O:7])([CH3:4])([CH3:2])[CH3:3]. The yield is 0.860. (5) The reactants are [Br:1][C:2]1[CH:3]=[C:4]([CH:8]=[CH:9][CH:10]=1)[C:5]([OH:7])=[O:6].S(=O)(=O)(O)O.[CH:16](O)([CH3:18])[CH3:17]. The catalyst is O. The product is [CH:16]([O:6][C:5](=[O:7])[C:4]1[CH:8]=[CH:9][CH:10]=[C:2]([Br:1])[CH:3]=1)([CH3:18])[CH3:17]. The yield is 0.880. (6) The reactants are [Br:1][C:2]1[CH:10]=[CH:9][C:5]([CH:6]=[N:7][OH:8])=[CH:4][C:3]=1[CH3:11].C1C(=O)N(Cl)C(=O)C1.[Cl:20][C:21]1[CH:26]=[C:25]([C:27]([C:29]([F:32])([F:31])[F:30])=[CH2:28])[CH:24]=[C:23]([Cl:33])[CH:22]=1.CCN(CC)CC. The catalyst is CN(C=O)C.O. The product is [Br:1][C:2]1[CH:10]=[CH:9][C:5]([C:6]2[CH2:28][C:27]([C:25]3[CH:24]=[C:23]([Cl:33])[CH:22]=[C:21]([Cl:20])[CH:26]=3)([C:29]([F:30])([F:32])[F:31])[O:8][N:7]=2)=[CH:4][C:3]=1[CH3:11]. The yield is 0.820. (7) The reactants are Br[C:2]1[C:3]([CH:9]=[N:10][C:11]([CH3:14])([CH3:13])C)=[CH:4][C:5]([Cl:8])=[N:6][CH:7]=1.C(#N)C.[CH:18]1(C#C)[CH2:23][CH2:22]C[CH2:20][CH2:19]1. The catalyst is ClCCl.[Zn]. The product is [Cl:8][C:5]1[N:6]=[CH:7][C:2]2[C:3]([CH:4]=1)=[CH:9][N:10]=[C:11]([CH:13]1[CH2:22][CH2:23][CH2:18][CH2:19][CH2:20]1)[CH:14]=2. The yield is 0.550. (8) The reactants are [CH2:1]([O:4][C:5]1([CH3:35])[CH2:10][CH2:9][N:8]([C:11]2[N:16]3[N:17]=[C:18]([C:20](O)=[O:21])[CH:19]=[C:15]3[N:14]=[C:13]([CH3:23])[C:12]=2[C@H:24]([O:30][C:31]([CH3:34])([CH3:33])[CH3:32])[C:25]([O:27][CH2:28][CH3:29])=[O:26])[CH2:7][CH2:6]1)[CH:2]=[CH2:3].C(Cl)(=O)C(Cl)=O.[NH2:42][CH2:43][CH:44]([OH:60])[CH2:45][C:46]1[CH:51]=[CH:50][CH:49]=[CH:48][C:47]=1[O:52][Si:53]([C:56]([CH3:59])([CH3:58])[CH3:57])([CH3:55])[CH3:54].Cl.CCN(C(C)C)C(C)C. The catalyst is C(Cl)Cl.O. The product is [CH2:1]([O:4][C:5]1([CH3:35])[CH2:10][CH2:9][N:8]([C:11]2[N:16]3[N:17]=[C:18]([C:20](=[O:21])[NH:42][CH2:43][CH:44]([OH:60])[CH2:45][C:46]4[CH:51]=[CH:50][CH:49]=[CH:48][C:47]=4[O:52][Si:53]([C:56]([CH3:57])([CH3:59])[CH3:58])([CH3:54])[CH3:55])[CH:19]=[C:15]3[N:14]=[C:13]([CH3:23])[C:12]=2[C@H:24]([O:30][C:31]([CH3:34])([CH3:33])[CH3:32])[C:25]([O:27][CH2:28][CH3:29])=[O:26])[CH2:7][CH2:6]1)[CH:2]=[CH2:3]. The yield is 0.502. (9) The reactants are [CH2:1]([C:5]1[O:6][C:7]2[CH:13]=[CH:12][C:11]([NH2:14])=[CH:10][C:8]=2[CH:9]=1)[CH2:2][CH2:3][CH3:4].CCN(CC)CC.[CH3:22][S:23](Cl)(=[O:25])=[O:24]. The catalyst is C(Cl)Cl. The product is [CH2:1]([C:5]1[O:6][C:7]2[CH:13]=[CH:12][C:11]([N:14]([S:23]([CH3:22])(=[O:25])=[O:24])[S:23]([CH3:22])(=[O:25])=[O:24])=[CH:10][C:8]=2[CH:9]=1)[CH2:2][CH2:3][CH3:4]. The yield is 0.780. (10) The reactants are [OH:1][C:2]1[C:3]([C:12]([OH:14])=O)=[CH:4][C:5]2[C:10]([CH:11]=1)=[CH:9][CH:8]=[CH:7][CH:6]=2.[F:15][C:16]([F:29])([F:28])[C:17]1[CH:18]=[C:19]([CH:21]=[C:22]([C:24]([F:27])([F:26])[F:25])[CH:23]=1)[NH2:20]. No catalyst specified. The product is [OH:1][C:2]1[C:3]([C:12]([NH:20][C:19]2[CH:21]=[C:22]([C:24]([F:25])([F:26])[F:27])[CH:23]=[C:17]([C:16]([F:15])([F:28])[F:29])[CH:18]=2)=[O:14])=[CH:4][C:5]2[C:10]([CH:11]=1)=[CH:9][CH:8]=[CH:7][CH:6]=2. The yield is 0.469.